From a dataset of Full USPTO retrosynthesis dataset with 1.9M reactions from patents (1976-2016). Predict the reactants needed to synthesize the given product. The reactants are: [F:1][C:2]([F:22])([F:21])[O:3][C:4]1[CH:9]=[CH:8][C:7](OS(C2C=CC(C)=CC=2)(=O)=O)=[CH:6][CH:5]=1.[CH:23]#[C:24][CH2:25][CH2:26][CH2:27][CH2:28][CH3:29]. Given the product [C:23]([C:7]1[CH:6]=[CH:5][C:4]([O:3][C:2]([F:1])([F:21])[F:22])=[CH:9][CH:8]=1)#[C:24][CH2:25][CH2:26][CH2:27][CH2:28][CH3:29], predict the reactants needed to synthesize it.